This data is from Full USPTO retrosynthesis dataset with 1.9M reactions from patents (1976-2016). The task is: Predict the reactants needed to synthesize the given product. (1) The reactants are: Br[C:2]1[CH:9]=[C:8]([O:10][C:11]2[CH:16]=[CH:15][CH:14]=[C:13]([O:17][CH3:18])[CH:12]=2)[CH:7]=[CH:6][C:3]=1[CH:4]=[O:5].[B:19]1([B:19]2[O:23][C:22]([CH3:25])([CH3:24])[C:21]([CH3:27])([CH3:26])[O:20]2)[O:23][C:22]([CH3:25])([CH3:24])[C:21]([CH3:27])([CH3:26])[O:20]1.CC([O-])=O.[K+]. Given the product [CH3:18][O:17][C:13]1[CH:12]=[C:11]([CH:16]=[CH:15][CH:14]=1)[O:10][C:8]1[CH:7]=[CH:6][C:3]([CH:4]=[O:5])=[C:2]([B:19]2[O:23][C:22]([CH3:25])([CH3:24])[C:21]([CH3:27])([CH3:26])[O:20]2)[CH:9]=1, predict the reactants needed to synthesize it. (2) Given the product [NH:8]1[CH2:11][CH:10]([N:12]2[CH2:17][CH2:16][O:15][C:14]([CH3:19])([CH3:18])[CH2:13]2)[CH2:9]1, predict the reactants needed to synthesize it. The reactants are: C(OC([N:8]1[CH2:11][CH:10]([N:12]2[CH2:17][CH2:16][O:15][C:14]([CH3:19])([CH3:18])[CH2:13]2)[CH2:9]1)=O)(C)(C)C.C(O)(C(F)(F)F)=O. (3) Given the product [Cl:14][C:15]1[CH:16]=[C:17]2[C:21](=[CH:22][CH:23]=1)[NH:20][C:19]([CH3:24])=[C:18]2[CH:25]1[CH2:30][CH2:29][N:28]([CH2:12][C:10]2[C:11]3[C:6](=[CH:5][CH:4]=[CH:3][C:2]=3[CH3:1])[CH:7]=[CH:8][CH:9]=2)[CH2:27][CH2:26]1, predict the reactants needed to synthesize it. The reactants are: [CH3:1][C:2]1[CH:3]=[CH:4][CH:5]=[C:6]2[C:11]=1[C:10]([CH:12]=O)=[CH:9][CH:8]=[CH:7]2.[Cl:14][C:15]1[CH:16]=[C:17]2[C:21](=[CH:22][CH:23]=1)[NH:20][C:19]([CH3:24])=[C:18]2[CH:25]1[CH2:30][CH2:29][NH:28][CH2:27][CH2:26]1. (4) Given the product [Br:1][C:2]1[N:3]=[C:4]([C@H:12]2[CH2:17][CH2:16][C@H:15]([CH2:18][N:19]([CH3:23])[CH3:20])[CH2:14][CH2:13]2)[N:5]2[CH:10]=[CH:9][N:8]=[C:7]([CH3:11])[C:6]=12, predict the reactants needed to synthesize it. The reactants are: [Br:1][C:2]1[N:3]=[C:4]([C@H:12]2[CH2:17][CH2:16][C@H:15]([CH2:18][NH:19][CH3:20])[CH2:14][CH2:13]2)[N:5]2[CH:10]=[CH:9][N:8]=[C:7]([CH3:11])[C:6]=12.C=O.[C:23]([BH3-])#N.[Na+]. (5) Given the product [CH3:1][Si:2]([C:5]#[C:6][C:7]1[CH:8]=[C:9]([CH2:13][CH2:14][CH2:15][CH2:16][NH2:17])[CH:10]=[CH:11][CH:12]=1)([CH3:3])[CH3:4], predict the reactants needed to synthesize it. The reactants are: [CH3:1][Si:2]([C:5]#[C:6][C:7]1[CH:8]=[C:9]([CH2:13][CH2:14][CH2:15][CH2:16][N:17]2C(=O)C3C(=CC=CC=3)C2=O)[CH:10]=[CH:11][CH:12]=1)([CH3:4])[CH3:3].CNN. (6) Given the product [F:35][CH:2]([F:1])[C:3]1[CH:8]=[CH:7][N:6]=[C:5]([NH:9][C:10]2[CH:11]=[C:12]([C:17]3[CH:22]=[N:21][C:20]([CH:23]([C@H:25]4[CH2:30][CH2:29][C@H:28]([C:31]([O:33][CH3:34])=[O:32])[CH2:27][CH2:26]4)[CH3:24])=[N:19][CH:18]=3)[CH:13]=[C:14]([CH3:16])[CH:15]=2)[N:4]=1, predict the reactants needed to synthesize it. The reactants are: [F:1][CH:2]([F:35])[C:3]1[CH:8]=[CH:7][N:6]=[C:5]([NH:9][C:10]2[CH:11]=[C:12]([C:17]3[CH:18]=[N:19][C:20]([C:23]([C@H:25]4[CH2:30][CH2:29][C@H:28]([C:31]([O:33][CH3:34])=[O:32])[CH2:27][CH2:26]4)=[CH2:24])=[N:21][CH:22]=3)[CH:13]=[C:14]([CH3:16])[CH:15]=2)[N:4]=1.